From a dataset of Forward reaction prediction with 1.9M reactions from USPTO patents (1976-2016). Predict the product of the given reaction. (1) Given the reactants [N+:1]([C:4]1[C:5]([N+:11]([O-])=O)=[C:6]([CH3:10])[CH:7]=[CH:8][CH:9]=1)([O-])=O.[H][H], predict the reaction product. The product is: [C:6]1([CH3:10])[CH:7]=[CH:8][CH:9]=[C:4]([NH2:1])[C:5]=1[NH2:11]. (2) Given the reactants FC(F)(F)C([O-])=O.FC(F)(F)C([O-])=O.FC(F)(F)C([O-])=O.[Tl+3].COC([C:27]1[C:35]2[C:30](=[CH:31][CH:32]=[C:33]([F:36])[CH:34]=2)[NH:29][CH:28]=1)=O.[I-:37].[K+].ClCCl, predict the reaction product. The product is: [F:36][C:33]1[C:34]([I:37])=[C:35]2[C:30](=[CH:31][CH:32]=1)[NH:29][CH:28]=[CH:27]2.